From a dataset of Forward reaction prediction with 1.9M reactions from USPTO patents (1976-2016). Predict the product of the given reaction. (1) Given the reactants S(O)(O)(=O)=O.[NH2:6][CH2:7][C:8]#[N:9].N1C=CC=CC=1.[F:16][C:17]([F:28])([F:27])[C:18](O[C:18](=[O:19])[C:17]([F:28])([F:27])[F:16])=[O:19], predict the reaction product. The product is: [C:8]([CH2:7][NH:6][C:18](=[O:19])[C:17]([F:28])([F:27])[F:16])#[N:9]. (2) Given the reactants Cl[C:2]1[N:7]=[CH:6][N:5]=[C:4]([N:8]2[CH2:13][CH2:12][N:11]([C:14]([O:16][C:17]([CH3:20])([CH3:19])[CH3:18])=[O:15])[CH2:10][CH2:9]2)[CH:3]=1.[F:21][C:22]1[CH:27]=[CH:26][CH:25]=[CH:24][C:23]=1OB(O)O.C(=O)([O-])[O-].[Na+].[Na+].C1(C)C=CC=CC=1, predict the reaction product. The product is: [F:21][C:22]1[CH:27]=[CH:26][CH:25]=[CH:24][C:23]=1[C:2]1[N:7]=[CH:6][N:5]=[C:4]([N:8]2[CH2:13][CH2:12][N:11]([C:14]([O:16][C:17]([CH3:20])([CH3:19])[CH3:18])=[O:15])[CH2:10][CH2:9]2)[CH:3]=1.